From a dataset of Reaction yield outcomes from USPTO patents with 853,638 reactions. Predict the reaction yield, written as a fraction of the theoretical maximum amount of product (1.0 means a 100% yield; for example, 0.34 means a 34% yield). (1) The reactants are Cl.[NH2:2][C@@H:3]1[CH2:8][CH2:7][CH2:6][N:5]([C:9]2[C:14]([Br:15])=[CH:13][N:12]=[C:11]3[NH:16][CH:17]=[C:18]([NH:19][C:20]([CH:22]4[CH2:24][CH2:23]4)=[O:21])[C:10]=23)[CH2:4]1.Br[CH2:26][CH2:27][O:28][CH3:29].CCN(C(C)C)C(C)C.O. The catalyst is CN(C=O)C. The product is [Br:15][C:14]1[C:9]([N:5]2[CH2:6][CH2:7][CH2:8][C@@H:3]([NH:2][CH2:26][CH2:27][O:28][CH3:29])[CH2:4]2)=[C:10]2[C:18]([NH:19][C:20]([CH:22]3[CH2:23][CH2:24]3)=[O:21])=[CH:17][NH:16][C:11]2=[N:12][CH:13]=1. The yield is 0.300. (2) The reactants are [N+:1]([C:4]1[CH:9]=[CH:8][C:7]([C:10]2[CH:15]=[CH:14][C:13]([C:16]([F:19])([F:18])[F:17])=[CH:12][CH:11]=2)=[CH:6][C:5]=1[CH2:20][S:21][CH2:22][C:23]([O:25][CH2:26][CH3:27])=[O:24])([O-])=O. The catalyst is C(O)(=O)C.[Zn]. The product is [NH2:1][C:4]1[CH:9]=[CH:8][C:7]([C:10]2[CH:15]=[CH:14][C:13]([C:16]([F:17])([F:18])[F:19])=[CH:12][CH:11]=2)=[CH:6][C:5]=1[CH2:20][S:21][CH2:22][C:23]([O:25][CH2:26][CH3:27])=[O:24]. The yield is 0.860. (3) The reactants are [C:1]([C:3]1[CH:8]=[CH:7][C:6]([C:9]2[CH:10]=[N:11][N:12]([C:23]3[CH:32]=[C:31]([CH3:33])[C:26]([C:27]([O:29]C)=[O:28])=[CH:25][N:24]=3)[C:13]=2[O:14]COCC[Si](C)(C)C)=[CH:5][CH:4]=1)#[N:2].CO.[Li+].[OH-]. The catalyst is O. The product is [C:1]([C:3]1[CH:4]=[CH:5][C:6]([C:9]2[CH:10]=[N:11][N:12]([C:23]3[CH:32]=[C:31]([CH3:33])[C:26]([C:27]([OH:29])=[O:28])=[CH:25][N:24]=3)[C:13]=2[OH:14])=[CH:7][CH:8]=1)#[N:2]. The yield is 0.518. (4) The reactants are [Br:1][C:2]1[CH:8]=[C:7]([CH3:9])[C:5]([NH2:6])=[C:4]([CH3:10])[CH:3]=1.[C:11](Cl)(=[O:17])[CH2:12][CH2:13][CH2:14][CH2:15][CH3:16]. The catalyst is C(#N)C. The product is [Br:1][C:2]1[CH:8]=[C:7]([CH3:9])[C:5]([NH:6][C:11](=[O:17])[CH2:12][CH2:13][CH2:14][CH2:15][CH3:16])=[C:4]([CH3:10])[CH:3]=1. The yield is 0.500.